The task is: Predict which catalyst facilitates the given reaction.. This data is from Catalyst prediction with 721,799 reactions and 888 catalyst types from USPTO. Reactant: Cl[C:2]1[N:7]=[C:6]([N:8]2[CH2:13][CH2:12][O:11][CH2:10][CH2:9]2)[N:5]=[C:4]([NH:14][C:15]2[CH:20]=[CH:19][C:18]([O:21][C:22]([F:25])([F:24])[F:23])=[CH:17][CH:16]=2)[CH:3]=1.[C:26]([C:29]1[CH:30]=[C:31](B(O)O)[CH:32]=[CH:33][CH:34]=1)(=[O:28])[CH3:27].C([O-])([O-])=O.[Na+].[Na+]. Product: [N:8]1([C:6]2[N:7]=[C:2]([C:33]3[CH:34]=[C:29]([C:26](=[O:28])[CH3:27])[CH:30]=[CH:31][CH:32]=3)[CH:3]=[C:4]([NH:14][C:15]3[CH:20]=[CH:19][C:18]([O:21][C:22]([F:25])([F:24])[F:23])=[CH:17][CH:16]=3)[N:5]=2)[CH2:13][CH2:12][O:11][CH2:10][CH2:9]1. The catalyst class is: 18.